Dataset: Full USPTO retrosynthesis dataset with 1.9M reactions from patents (1976-2016). Task: Predict the reactants needed to synthesize the given product. Given the product [C:10]([CH:2]([NH:1][CH2:6][C:7]([OH:9])=[O:8])[C:3]([OH:5])=[O:4])([O:12][CH2:13][CH:14]1[C:26]2[C:21](=[CH:22][CH:23]=[CH:24][CH:25]=2)[C:20]2[C:15]1=[CH:16][CH:17]=[CH:18][CH:19]=2)=[O:11], predict the reactants needed to synthesize it. The reactants are: [NH:1]([CH2:6][C:7]([OH:9])=[O:8])[CH2:2][C:3]([OH:5])=[O:4].[C:10](Cl)([O:12][CH2:13][CH:14]1[C:26]2[C:21](=[CH:22][CH:23]=[CH:24][CH:25]=2)[C:20]2[C:15]1=[CH:16][CH:17]=[CH:18][CH:19]=2)=[O:11].